This data is from Reaction yield outcomes from USPTO patents with 853,638 reactions. The task is: Predict the reaction yield, written as a fraction of the theoretical maximum amount of product (1.0 means a 100% yield; for example, 0.34 means a 34% yield). (1) The reactants are N12CCCNC1=NCCC2.[CH3:11]/[C:12](/[N+]([O-])=O)=[CH:13]\[C:14]1[CH:19]=[CH:18][CH:17]=[CH:16][CH:15]=1.[CH2:23]([O:25][C:26](=[O:30])[CH2:27][N+:28]#[C-:29])[CH3:24]. The product is [CH2:23]([O:25][C:26]([C:27]1[NH:28][CH:29]=[C:12]([CH3:11])[C:13]=1[C:14]1[CH:19]=[CH:18][CH:17]=[CH:16][CH:15]=1)=[O:30])[CH3:24]. The yield is 0.890. The catalyst is C(O)(C)C.C1COCC1. (2) The reactants are [NH2:1][C:2]1[N:7]=[CH:6][C:5]([C:8]2[CH:23]=[CH:22][C:11]([O:12][CH:13]([CH3:21])[C:14]([O:16][C:17]([CH3:20])([CH3:19])[CH3:18])=[O:15])=[C:10]([F:24])[CH:9]=2)=[CH:4][N:3]=1.Cl[CH:26]([C:29]1([C:32]2[CH:33]=[C:34]3[C:39](=[CH:40][CH:41]=2)[N:38]=[CH:37][CH:36]=[CH:35]3)[CH2:31][CH2:30]1)[CH:27]=O. The catalyst is C(O)(C)C. The product is [F:24][C:10]1[CH:9]=[C:8]([C:5]2[CH:6]=[N:7][C:2]3[N:3]([C:26]([C:29]4([C:32]5[CH:33]=[C:34]6[C:39](=[CH:40][CH:41]=5)[N:38]=[CH:37][CH:36]=[CH:35]6)[CH2:31][CH2:30]4)=[CH:27][N:1]=3)[CH:4]=2)[CH:23]=[CH:22][C:11]=1[O:12][CH:13]([CH3:21])[C:14]([O:16][C:17]([CH3:19])([CH3:20])[CH3:18])=[O:15]. The yield is 0.420. (3) The reactants are [F:1][C:2]1[CH:7]=[C:6]([F:8])[C:5]([F:9])=[CH:4][C:3]=1[NH:10][C:11](=[O:17])[O:12][C:13]([CH3:16])([CH3:15])[CH3:14].[Li]CCCC.CON(C)[C:26]([C:28]1[CH:29]=[C:30]2[C:35](=[CH:36][CH:37]=1)[N:34]=[CH:33][CH:32]=[N:31]2)=[O:27]. The catalyst is C1COCC1. The product is [F:1][C:2]1[C:7]([C:26]([C:28]2[CH:29]=[C:30]3[C:35](=[CH:36][CH:37]=2)[N:34]=[CH:33][CH:32]=[N:31]3)=[O:27])=[C:6]([F:8])[C:5]([F:9])=[CH:4][C:3]=1[NH:10][C:11](=[O:17])[O:12][C:13]([CH3:14])([CH3:16])[CH3:15]. The yield is 0.149. (4) The reactants are [CH2:1]([NH:3][C:4]([C:6]1[CH:11]=[CH:10][C:9]([N:12]2[C:16]([OH:17])=[C:15]([C:18]([O:20][CH3:21])=[O:19])[N:14]=[N:13]2)=[CH:8][CH:7]=1)=[O:5])[CH3:2].Br[CH2:23][CH2:24][CH2:25][C:26]1[CH:31]=[CH:30][CH:29]=[CH:28][CH:27]=1.C(=O)([O-])[O-].[K+].[K+]. The catalyst is CN(C=O)C. The product is [CH2:1]([NH:3][C:4]([C:6]1[CH:7]=[CH:8][C:9]([N:12]2[C:16]([O:17][CH2:23][CH2:24][CH2:25][C:26]3[CH:31]=[CH:30][CH:29]=[CH:28][CH:27]=3)=[C:15]([C:18]([O:20][CH3:21])=[O:19])[N:14]=[N:13]2)=[CH:10][CH:11]=1)=[O:5])[CH3:2]. The yield is 0.180. (5) The reactants are [F:1][C:2]1[CH:10]=[N:9][CH:8]=[CH:7][C:3]=1[C:4]([OH:6])=O.C1C=NC2N(O)N=NC=2C=1.CCN=C=NCCCN(C)C.Cl.Cl.[C:34]([C:36]1[CH:37]=[C:38]([C:41]2[O:45][N:44]=[C:43]([C@H:46]3[CH2:51][CH2:50][CH2:49][NH:48][CH2:47]3)[N:42]=2)[NH:39][CH:40]=1)#[N:35].C(N(CC)CC)C. The catalyst is C(Cl)Cl. The product is [F:1][C:2]1[CH:10]=[N:9][CH:8]=[CH:7][C:3]=1[C:4]([N:48]1[CH2:49][CH2:50][CH2:51][C@H:46]([C:43]2[N:42]=[C:41]([C:38]3[NH:39][CH:40]=[C:36]([C:34]#[N:35])[CH:37]=3)[O:45][N:44]=2)[CH2:47]1)=[O:6]. The yield is 0.610. (6) The reactants are [C:1]([O:5][C@@H:6]([C:12]1[C:13]([CH3:34])=[N:14][C:15]([CH3:33])=[C:16]([C:26]2[CH:31]=[CH:30][C:29]([OH:32])=[CH:28][CH:27]=2)[C:17]=1[N:18]1[CH2:23][CH2:22][C:21]([CH3:25])([CH3:24])[CH2:20][CH2:19]1)[C:7]([O:9][CH2:10][CH3:11])=[O:8])([CH3:4])([CH3:3])[CH3:2].O[CH2:36][C:37]1[CH:44]=[CH:43][C:40]([C:41]#[N:42])=[CH:39][CH:38]=1.C1C=CC(P(C2C=CC=CC=2)C2C=CC=CC=2)=CC=1.CCOC(/N=N/C(OCC)=O)=O. The catalyst is C1COCC1. The product is [C:1]([O:5][C@@H:6]([C:12]1[C:13]([CH3:34])=[N:14][C:15]([CH3:33])=[C:16]([C:26]2[CH:27]=[CH:28][C:29]([O:32][CH2:36][C:37]3[CH:44]=[CH:43][C:40]([C:41]#[N:42])=[CH:39][CH:38]=3)=[CH:30][CH:31]=2)[C:17]=1[N:18]1[CH2:19][CH2:20][C:21]([CH3:24])([CH3:25])[CH2:22][CH2:23]1)[C:7]([O:9][CH2:10][CH3:11])=[O:8])([CH3:2])([CH3:3])[CH3:4]. The yield is 0.650.